This data is from Reaction yield outcomes from USPTO patents with 853,638 reactions. The task is: Predict the reaction yield, written as a fraction of the theoretical maximum amount of product (1.0 means a 100% yield; for example, 0.34 means a 34% yield). (1) The reactants are ClC1C=CC(S(N(CC2C=CC(C(O)=O)=CC=2)CC2C=CC(F)=CC=2)(=O)=O)=CC=1.[Cl:30][C:31]1[CH:36]=[CH:35][C:34]([S:37]([N:40]([CH2:49][C:50]2[CH:59]=[CH:58][C:53]([C:54]([O:56]C)=[O:55])=[C:52]([F:60])[CH:51]=2)[CH2:41][C:42]2[CH:47]=[CH:46][CH:45]=[CH:44][C:43]=2[F:48])(=[O:39])=[O:38])=[CH:33][CH:32]=1. No catalyst specified. The product is [Cl:30][C:31]1[CH:32]=[CH:33][C:34]([S:37]([N:40]([CH2:49][C:50]2[CH:59]=[CH:58][C:53]([C:54]([OH:56])=[O:55])=[C:52]([F:60])[CH:51]=2)[CH2:41][C:42]2[CH:47]=[CH:46][CH:45]=[CH:44][C:43]=2[F:48])(=[O:39])=[O:38])=[CH:35][CH:36]=1. The yield is 0.700. (2) The reactants are CC1(C)O[C:7](=[O:8])[CH2:6][C:4](=[O:5])[O:3]1.[CH2:11]([N:18]([CH3:28])[C:19]1[CH:26]=[CH:25][C:22]([CH:23]=O)=[C:21]([OH:27])[CH:20]=1)[C:12]1[CH:17]=[CH:16][CH:15]=[CH:14][CH:13]=1.N1CCCCC1.C(O)(=O)C. The catalyst is CCO. The product is [CH2:11]([N:18]([CH3:28])[C:19]1[CH:20]=[C:21]2[C:22]([CH:23]=[C:6]([C:4]([OH:5])=[O:3])[C:7](=[O:8])[O:27]2)=[CH:25][CH:26]=1)[C:12]1[CH:17]=[CH:16][CH:15]=[CH:14][CH:13]=1. The yield is 0.122. (3) The reactants are [CH:1]([O:4][C:5]1[CH:19]=[CH:18][C:8]([O:9][C:10]2[CH:17]=[CH:16][C:13]([CH:14]=O)=[CH:12][CH:11]=2)=[CH:7][CH:6]=1)([CH3:3])[CH3:2].Cl.[NH2:21][OH:22].Cl. The catalyst is N1C=CC=CC=1. The product is [CH:1]([O:4][C:5]1[CH:19]=[CH:18][C:8]([O:9][C:10]2[CH:17]=[CH:16][C:13]([CH:14]=[N:21][OH:22])=[CH:12][CH:11]=2)=[CH:7][CH:6]=1)([CH3:3])[CH3:2]. The yield is 0.980. (4) The reactants are [CH3:1][C:2]1[N:3]=[C:4](/[CH:10]=[CH:11]/[C:12]2[N:13]([CH3:23])[N:14]=[N:15][C:16]=2[C:17]2[CH:22]=[CH:21][CH:20]=[CH:19][N:18]=2)[S:5][C:6]=1[C:7]([OH:9])=O.[NH2:24][CH:25]1[CH2:30][CH2:29][O:28][CH2:27][CH2:26]1. No catalyst specified. The product is [O:28]1[CH2:29][CH2:30][CH:25]([NH:24][C:7]([C:6]2[S:5][C:4](/[CH:10]=[CH:11]/[C:12]3[N:13]([CH3:23])[N:14]=[N:15][C:16]=3[C:17]3[CH:22]=[CH:21][CH:20]=[CH:19][N:18]=3)=[N:3][C:2]=2[CH3:1])=[O:9])[CH2:26][CH2:27]1. The yield is 0.660. (5) The reactants are Cl[C:2]1[N:7]=[C:6]([C:8]2[N:12]3[CH:13]=[CH:14][C:15]([F:17])=[CH:16][C:11]3=[N:10][C:9]=2[C:18]2[CH:19]=[CH:20][C:21]([O:35][CH3:36])=[C:22]([CH:34]=2)[C:23]([NH:25][C:26]2[C:31]([F:32])=[CH:30][CH:29]=[CH:28][C:27]=2[F:33])=[O:24])[CH:5]=[CH:4][N:3]=1.[CH2:37]([O:39][C:40]1[CH:46]=[C:45]([N:47]2[CH2:52][CH2:51][CH:50]([CH2:53][CH2:54][S:55]([CH3:58])(=[O:57])=[O:56])[CH2:49][CH2:48]2)[C:44]([CH3:59])=[CH:43][C:41]=1[NH2:42])[CH3:38].Cl.O1CCOCC1.C[O-].[Na+]. The catalyst is FC(F)(F)CO.CO.C(Cl)Cl.CCCCCC. The product is [F:33][C:27]1[CH:28]=[CH:29][CH:30]=[C:31]([F:32])[C:26]=1[NH:25][C:23](=[O:24])[C:22]1[CH:34]=[C:18]([C:9]2[N:10]=[C:11]3[CH:16]=[C:15]([F:17])[CH:14]=[CH:13][N:12]3[C:8]=2[C:6]2[CH:5]=[CH:4][N:3]=[C:2]([NH:42][C:41]3[CH:43]=[C:44]([CH3:59])[C:45]([N:47]4[CH2:52][CH2:51][CH:50]([CH2:53][CH2:54][S:55]([CH3:58])(=[O:57])=[O:56])[CH2:49][CH2:48]4)=[CH:46][C:40]=3[O:39][CH2:37][CH3:38])[N:7]=2)[CH:19]=[CH:20][C:21]=1[O:35][CH3:36]. The yield is 0.730. (6) The reactants are [NH:1]1[C:9]2[C:4](=[CH:5][C:6]([C:10]([NH:12][NH2:13])=[O:11])=[CH:7][CH:8]=2)[CH:3]=[CH:2]1.[N:14]([CH2:17][C:18]1[CH:23]=[CH:22][C:21]([O:24][CH3:25])=[CH:20][CH:19]=1)=[C:15]=[S:16]. The catalyst is CCO. The product is [NH:1]1[C:9]2[C:4](=[CH:5][C:6]([C:10]([NH:12][NH:13][C:15](=[S:16])[NH:14][CH2:17][C:18]3[CH:23]=[CH:22][C:21]([O:24][CH3:25])=[CH:20][CH:19]=3)=[O:11])=[CH:7][CH:8]=2)[CH:3]=[CH:2]1. The yield is 0.510. (7) The reactants are [C:1]([C:5]1[CH:10]=[C:9]([CH2:11][CH3:12])[C:8]([N+:13]([O-])=O)=[CH:7][C:6]=1[OH:16])([CH3:4])([CH3:3])[CH3:2]. The catalyst is CO.[Ni]. The product is [NH2:13][C:8]1[C:9]([CH2:11][CH3:12])=[CH:10][C:5]([C:1]([CH3:3])([CH3:2])[CH3:4])=[C:6]([OH:16])[CH:7]=1. The yield is 0.430. (8) The catalyst is N1C=CC=CC=1.N1CCCCC1. The reactants are [CH3:1][O:2][C:3]1[N:8]=[CH:7][C:6]([CH2:9][S:10]([CH2:12][C:13](O)=O)=[O:11])=[CH:5][C:4]=1[N+:16]([O-:18])=[O:17].[CH3:19][O:20][C:21]1[CH:28]=[C:27]([O:29][CH3:30])[CH:26]=[C:25]([O:31][CH3:32])[C:22]=1C=O. The product is [CH3:1][O:2][C:3]1[C:4]([N+:16]([O-:18])=[O:17])=[CH:5][C:6]([CH2:9][S:10](/[CH:12]=[CH:13]/[C:22]2[C:25]([O:31][CH3:32])=[CH:26][C:27]([O:29][CH3:30])=[CH:28][C:21]=2[O:20][CH3:19])=[O:11])=[CH:7][N:8]=1. The yield is 0.100. (9) The reactants are [Cl:1][C:2]1[CH:3]=[C:4]2[C:9](=[CH:10][C:11]=1[O:12][CH:13]([CH3:15])[CH3:14])[N:8]=[C:7]([O:16][CH3:17])[C:6](/[C:18](=[N:20]/[S@@:21]([C:23]([CH3:26])([CH3:25])[CH3:24])=[O:22])/[CH3:19])=[CH:5]2.CCC(C)[BH-](C(C)CC)C(C)CC.[Li+]. The catalyst is C1COCC1. The product is [Cl:1][C:2]1[CH:3]=[C:4]2[C:9](=[CH:10][C:11]=1[O:12][CH:13]([CH3:14])[CH3:15])[N:8]=[C:7]([O:16][CH3:17])[C:6]([C@@H:18]([NH:20][S@@:21]([C:23]([CH3:26])([CH3:25])[CH3:24])=[O:22])[CH3:19])=[CH:5]2. The yield is 0.820. (10) The reactants are [Li]CCCC.CN(C)C1C=CC=CC=1.[C:15]1(=O)[C:23]2[C:18](=[CH:19][CH:20]=[CH:21][CH:22]=2)[CH2:17][CH2:16]1.Cl.N. The catalyst is C1COCC1. The product is [CH2:15]1[C:23]2[C:18](=[CH:19][CH:20]=[CH:21][CH:22]=2)[CH:17]=[CH:16]1. The yield is 0.140.